Dataset: Reaction yield outcomes from USPTO patents with 853,638 reactions. Task: Predict the reaction yield, written as a fraction of the theoretical maximum amount of product (1.0 means a 100% yield; for example, 0.34 means a 34% yield). (1) The reactants are Br[C:2]1[CH:3]=[CH:4][C:5]2[N:6]([C:16]3[CH:21]=[CH:20][CH:19]=[CH:18][CH:17]=3)[C:7]3[C:12]([C:13]=2[CH:14]=1)=[CH:11][C:10]([Br:15])=[CH:9][CH:8]=3.[C:22]1([C:31]2[CH:36]=[CH:35][CH:34]=[CH:33][CH:32]=2)[CH:27]=[CH:26][CH:25]=[CH:24][C:23]=1B(O)O.C([O-])([O-])=O.[Na+].[Na+].CCO. The catalyst is C1C=CC([P]([Pd]([P](C2C=CC=CC=2)(C2C=CC=CC=2)C2C=CC=CC=2)([P](C2C=CC=CC=2)(C2C=CC=CC=2)C2C=CC=CC=2)[P](C2C=CC=CC=2)(C2C=CC=CC=2)C2C=CC=CC=2)(C2C=CC=CC=2)C2C=CC=CC=2)=CC=1.C1(C)C=CC=CC=1. The product is [C:22]1([C:31]2[CH:32]=[CH:33][CH:34]=[CH:35][CH:36]=2)[CH:27]=[CH:26][CH:25]=[CH:24][C:23]=1[C:2]1[CH:3]=[CH:4][C:5]2[N:6]([C:16]3[CH:17]=[CH:18][CH:19]=[CH:20][CH:21]=3)[C:7]3[C:12]([C:13]=2[CH:14]=1)=[CH:11][C:10]([Br:15])=[CH:9][CH:8]=3. The yield is 0.420. (2) The reactants are [N+:1]([C:4]1[CH:5]=[C:6]([C:10]2[CH2:14][CH:13]([CH2:15][CH2:16][CH:17]=O)[O:12][N:11]=2)[CH:7]=[CH:8][CH:9]=1)([O-:3])=[O:2].Cl.[CH3:20][O:21][C:22]1[CH:27]=[CH:26][CH:25]=[CH:24][C:23]=1[N:28]1[CH2:33][CH2:32][NH:31][CH2:30][CH2:29]1.[BH-](OC(C)=O)(OC(C)=O)OC(C)=O.[Na+].C(N(C(C)C)CC)(C)C. The catalyst is C(Cl)Cl. The product is [CH3:20][O:21][C:22]1[CH:27]=[CH:26][CH:25]=[CH:24][C:23]=1[N:28]1[CH2:33][CH2:32][N:31]([CH2:17][CH2:16][CH2:15][CH:13]2[O:12][N:11]=[C:10]([C:6]3[CH:7]=[CH:8][CH:9]=[C:4]([N+:1]([O-:3])=[O:2])[CH:5]=3)[CH2:14]2)[CH2:30][CH2:29]1. The yield is 0.786. (3) The reactants are Br[C:2]1[CH:3]=[CH:4][C:5]([F:10])=[C:6]([CH:9]=1)[C:7]#[N:8].C(N(CC)C(C)C)(C)C.[CH2:20]([SH:27])[C:21]1[CH:26]=[CH:25][CH:24]=[CH:23][CH:22]=1. The catalyst is C1(C)C=CC=CC=1.C(OCC)(=O)C.[Pd+2].ClC1C=C[C-](P(C(C)(C)C)C(C)(C)C)C=1Cl.[C-]1(P(C(C)(C)C)C(C)(C)C)C=CC=C1.[Fe+2]. The product is [CH2:20]([S:27][C:2]1[CH:3]=[CH:4][C:5]([F:10])=[C:6]([CH:9]=1)[C:7]#[N:8])[C:21]1[CH:26]=[CH:25][CH:24]=[CH:23][CH:22]=1. The yield is 0.510.